The task is: Predict the product of the given reaction.. This data is from Forward reaction prediction with 1.9M reactions from USPTO patents (1976-2016). Given the reactants [OH:1][C:2]1[C:7]([CH2:8][CH:9]=[CH2:10])=[C:6]([OH:11])[C:5]([CH2:12][CH:13]=[CH2:14])=[C:4]([CH3:15])[C:3]=1[C:16](=[O:19])[CH2:17][CH3:18], predict the reaction product. The product is: [OH:1][C:2]1[C:7](/[CH:8]=[CH:9]/[CH3:10])=[C:6]([OH:11])[C:5](/[CH:12]=[CH:13]/[CH3:14])=[C:4]([CH3:15])[C:3]=1[C:16](=[O:19])[CH2:17][CH3:18].